Dataset: Reaction yield outcomes from USPTO patents with 853,638 reactions. Task: Predict the reaction yield, written as a fraction of the theoretical maximum amount of product (1.0 means a 100% yield; for example, 0.34 means a 34% yield). (1) The reactants are [Cl:1][C:2]1[CH:24]=[CH:23][C:5]([CH2:6][C:7]2[CH:11]=[C:10]([N:12]3[CH2:17][CH2:16][O:15][CH2:14][CH2:13]3)[S:9][C:8]=2[C:18]([O:20][CH2:21][CH3:22])=[O:19])=[CH:4][CH:3]=1.C[Si](C)(C)N[Si](C)(C)C.[Na].O1[CH2:39][CH2:38][N:37]([C:40]([O:42][C:43]([CH3:46])([CH3:45])[CH3:44])=[O:41])S1(=O)=O. The catalyst is CN(C)C=O.O1CCCC1. The product is [C:43]([O:42][C:40]([NH:37][CH2:38][CH2:39][CH:6]([C:7]1[CH:11]=[C:10]([N:12]2[CH2:13][CH2:14][O:15][CH2:16][CH2:17]2)[S:9][C:8]=1[C:18]([O:20][CH2:21][CH3:22])=[O:19])[C:5]1[CH:4]=[CH:3][C:2]([Cl:1])=[CH:24][CH:23]=1)=[O:41])([CH3:46])([CH3:45])[CH3:44].[Cl:1][C:2]1[CH:3]=[CH:4][C:5]([CH2:6][C:7]2[CH:11]=[C:10]([N:12]3[CH2:13][CH2:14][O:15][CH2:16][CH2:17]3)[S:9][C:8]=2[C:18]([O:20][CH2:21][CH3:22])=[O:19])=[CH:23][CH:24]=1. The yield is 0.640. (2) The reactants are [ClH:1].[NH2:2][C:3]1[CH:4]=[C:5]([C:9]2[N:10]=[CH:11][N:12]([C:14]([N:16]([CH:18]3[CH2:23][CH2:22][CH2:21][CH2:20][CH2:19]3)[CH3:17])=[O:15])[CH:13]=2)[CH:6]=[CH:7][CH:8]=1.[N:24]#[C:25][NH2:26]. The catalyst is C(O)C. The product is [ClH:1].[CH:18]1([N:16]([CH3:17])[C:14]([N:12]2[CH:13]=[C:9]([C:5]3[CH:6]=[CH:7][CH:8]=[C:3]([NH:2][C:25]([NH2:26])=[NH:24])[CH:4]=3)[N:10]=[CH:11]2)=[O:15])[CH2:23][CH2:22][CH2:21][CH2:20][CH2:19]1. The yield is 0.680. (3) The reactants are [F:1][C:2]1[CH:3]=[CH:4][C:5]([O:10][C:11]2[CH:25]=[CH:24][C:14]3[C:15]([CH2:18][N:19]4[CH2:23][CH2:22][CH2:21][CH2:20]4)=[N:16][O:17][C:13]=3[CH:12]=2)=[C:6]([CH:9]=1)[CH2:7][NH2:8].FC(F)(F)C[O:29][C:30](=O)[NH:31][C:32]1[N:33]([CH3:41])[N:34]=[C:35]([C:37]([CH3:40])([CH3:39])[CH3:38])[CH:36]=1.C(N(C(C)C)CC)(C)C. The catalyst is CN(C=O)C. The product is [C:37]([C:35]1[CH:36]=[C:32]([NH:31][C:30]([NH:8][CH2:7][C:6]2[CH:9]=[C:2]([F:1])[CH:3]=[CH:4][C:5]=2[O:10][C:11]2[CH:25]=[CH:24][C:14]3[C:15]([CH2:18][N:19]4[CH2:20][CH2:21][CH2:22][CH2:23]4)=[N:16][O:17][C:13]=3[CH:12]=2)=[O:29])[N:33]([CH3:41])[N:34]=1)([CH3:40])([CH3:38])[CH3:39]. The yield is 0.390. (4) The reactants are [C:1]([NH:4][NH:5][C:6](=O)[C:7]1[CH:12]=[CH:11][CH:10]=[C:9]([N+:13]([O-:15])=[O:14])[C:8]=1[O:16][CH3:17])(=O)[CH3:2].COC1C=CC(P2(SP(C3C=CC(OC)=CC=3)(=S)S2)=[S:28])=CC=1. The catalyst is O1CCOCC1. The product is [CH3:17][O:16][C:8]1[C:9]([N+:13]([O-:15])=[O:14])=[CH:10][CH:11]=[CH:12][C:7]=1[C:6]1[S:28][C:1]([CH3:2])=[N:4][N:5]=1. The yield is 0.600. (5) The reactants are [CH3:1][O:2][C:3](=[O:10])[CH2:4][C:5]([CH:7]1[CH2:9][CH2:8]1)=O.C([O:13][C:14](=O)[C:15]1[CH:20]=[CH:19][CH:18]=[CH:17][C:16]=1[NH2:21])C.[C:23]1(C)C=CC=CC=1. The catalyst is C1(C)C=CC(S(O)(=O)=O)=CC=1. The product is [CH2:1]([O:2][C:3]([C:4]1[C:14](=[O:13])[C:15]2[C:16](=[CH:17][CH:18]=[CH:19][CH:20]=2)[NH:21][C:5]=1[CH:7]1[CH2:9][CH2:8]1)=[O:10])[CH3:23]. The yield is 0.530. (6) The reactants are [OH:1][C:2]1[CH:7]=[CH:6][C:5]([C:8]([F:11])([F:10])[F:9])=[CH:4][C:3]=1[C:12]1[CH2:16][CH2:15][CH2:14][C:13]=1[C:17]1[N:22]=[C:21]([C:23]([OH:25])=[O:24])[CH:20]=[CH:19][CH:18]=1.C(=O)([O-])[O-].[K+].[K+].[Cl:32][C:33]1[CH:40]=[C:39]([Cl:41])[CH:38]=[CH:37][C:34]=1[CH2:35]Br.CN(C=O)C. The catalyst is C(OCC)(=O)C. The product is [Cl:32][C:33]1[CH:40]=[C:39]([Cl:41])[CH:38]=[CH:37][C:34]=1[CH2:35][O:1][C:2]1[CH:7]=[CH:6][C:5]([C:8]([F:9])([F:10])[F:11])=[CH:4][C:3]=1[C:12]1[CH2:16][CH2:15][CH2:14][C:13]=1[C:17]1[N:22]=[C:21]([C:23]([O:25][CH2:35][C:34]2[CH:37]=[CH:38][C:39]([Cl:41])=[CH:40][C:33]=2[Cl:32])=[O:24])[CH:20]=[CH:19][CH:18]=1. The yield is 0.740. (7) The reactants are [O:1]1[C:6]2[CH:7]=[CH:8][C:9](B(O)O)=[CH:10][C:5]=2[O:4][CH2:3][CH2:2]1.I[C:15]1[C:23]2[C:18](=[N:19][CH:20]=[N:21][C:22]=2[NH2:24])[N:17]([CH:25]([CH3:27])[CH3:26])[N:16]=1.C([O-])([O-])=O.[Na+].[Na+]. The catalyst is CCO.COCCOC.C1C=CC([P]([Pd]([P](C2C=CC=CC=2)(C2C=CC=CC=2)C2C=CC=CC=2)([P](C2C=CC=CC=2)(C2C=CC=CC=2)C2C=CC=CC=2)[P](C2C=CC=CC=2)(C2C=CC=CC=2)C2C=CC=CC=2)(C2C=CC=CC=2)C2C=CC=CC=2)=CC=1. The product is [O:1]1[CH2:2][CH2:3][O:4][C:5]2[CH:10]=[C:9]([C:15]3[C:23]4[C:18](=[N:19][CH:20]=[N:21][C:22]=4[NH2:24])[N:17]([CH:25]([CH3:27])[CH3:26])[N:16]=3)[CH:8]=[CH:7][C:6]1=2. The yield is 0.150.